From a dataset of Forward reaction prediction with 1.9M reactions from USPTO patents (1976-2016). Predict the product of the given reaction. Given the reactants [C:1]([O:5]CCO)(=[O:4])[CH:2]=[CH2:3].C[O:10][C:11]1C=CC(O)=C[CH:12]=1.[N-:18]=[C:19]=[O:20], predict the reaction product. The product is: [C:1]([OH:5])(=[O:4])[CH:2]=[CH2:3].[NH2:18][C:19]([O:10][CH2:11][CH3:12])=[O:20].